Dataset: Catalyst prediction with 721,799 reactions and 888 catalyst types from USPTO. Task: Predict which catalyst facilitates the given reaction. (1) Reactant: O.Br[CH2:3][CH2:4][CH2:5][CH2:6][CH2:7][CH2:8][CH2:9][C:10]([NH:12][C:13]1[CH:42]=[CH:41][C:16]([C:17]([NH:19][CH2:20][C:21]2[C:22]([NH:34][CH:35]3[CH2:40][CH2:39][O:38][CH2:37][CH2:36]3)=[C:23]3[CH:31]=[N:30][N:29]([CH2:32][CH3:33])[C:24]3=[N:25][C:26]=2[CH2:27][CH3:28])=[O:18])=[CH:15][CH:14]=1)=[O:11].[CH3:43][NH:44][CH2:45][CH2:46][OH:47].C(N(CC)C(C)C)(C)C. Product: [CH2:32]([N:29]1[C:24]2=[N:25][C:26]([CH2:27][CH3:28])=[C:21]([CH2:20][NH:19][C:17](=[O:18])[C:16]3[CH:41]=[CH:42][C:13]([NH:12][C:10](=[O:11])[CH2:9][CH2:8][CH2:7][CH2:6][CH2:5][CH2:4][CH2:3][N:44]([CH2:45][CH2:46][OH:47])[CH3:43])=[CH:14][CH:15]=3)[C:22]([NH:34][CH:35]3[CH2:40][CH2:39][O:38][CH2:37][CH2:36]3)=[C:23]2[CH:31]=[N:30]1)[CH3:33]. The catalyst class is: 9. (2) The catalyst class is: 255. Product: [Cl:1][C:2]1[CH:3]=[C:4]([CH:10]([CH3:18])[C:11]([O:13][CH3:14])=[O:12])[CH:5]=[CH:6][C:7]=1[C:8]#[N:9]. Reactant: [Cl:1][C:2]1[CH:3]=[C:4]([CH2:10][C:11]([O:13][CH3:14])=[O:12])[CH:5]=[CH:6][C:7]=1[C:8]#[N:9].[H-].[Na+].I[CH3:18]. (3) Reactant: [C:1]([O:5][C:6]([N:8]1[CH2:13][CH2:12][CH:11]([OH:14])[CH2:10][CH2:9]1)=[O:7])([CH3:4])([CH3:3])[CH3:2].O[C:16]1[CH:17]=[C:18]([CH:23]=[CH:24][CH:25]=1)[C:19]([O:21][CH3:22])=[O:20].C1(P(C2C=CC=CC=2)C2C=CC=CC=2)C=CC=CC=1.N(C(OC(C)(C)C)=O)=NC(OC(C)(C)C)=O. Product: [C:1]([O:5][C:6]([N:8]1[CH2:13][CH2:12][CH:11]([O:14][C:16]2[CH:25]=[CH:24][CH:23]=[C:18]([C:19]([O:21][CH3:22])=[O:20])[CH:17]=2)[CH2:10][CH2:9]1)=[O:7])([CH3:4])([CH3:2])[CH3:3]. The catalyst class is: 2. (4) Product: [I:20][C:21]1[CH:34]=[C:33]([C:35]([O:37][CH3:38])=[O:36])[C:32]2[NH:31][C:30]3[C:25](=[CH:26][CH:27]=[CH:28][CH:29]=3)[CH2:24][C:23]=2[CH:22]=1. The catalyst class is: 4. Reactant: IC1C2CC3C(=CC=CC=3)NC=2C(C(OC)=O)=CC=1.[I:20][C:21]1[CH:34]=[C:33]([C:35]([O:37][CH3:38])=[O:36])[C:32]2[NH:31][C:30]3[C:25](=[CH:26][CH:27]=[CH:28][CH:29]=3)[C:24](=O)[C:23]=2[CH:22]=1.[K+].[Br-].NC1C=CC2N=C(C(OCC)=O)NC=2C=1.C(N(CC)CCNC(C1N=C2C=CC(I)=CN2C=1)=O)C.[N+](C1C=CC2N=C(C(OCC)=O)NC=2C=1)([O-])=O. (5) Product: [CH3:14][S:15]([O:7][CH2:6][C@H:2]1[C@@H:3]([CH2:4][O:5][S:15]([CH3:14])(=[O:17])=[O:16])[O:1]1)(=[O:17])=[O:16]. Reactant: [O:1]1[C@H:3]([CH2:4][OH:5])[C@@H:2]1[CH2:6][OH:7].C(OCC)(=O)C.[CH3:14][S:15](Cl)(=[O:17])=[O:16]. The catalyst class is: 66. (6) Reactant: [CH3:1][CH:2]([O:4][C:5]1[CH:13]=[CH:12][C:8]([C:9]([OH:11])=O)=[CH:7][C:6]=1[C:14]([F:17])([F:16])[F:15])[CH3:3].C(Cl)CCl.C1C=CC2N(O)N=NC=2C=1.O[NH:33][C:34](=[NH:51])[C:35]1[CH:43]=[CH:42][CH:41]=[C:40]2[C:36]=1[CH:37]=[CH:38][N:39]2[CH2:44][CH2:45][C:46]([O:48][CH2:49][CH3:50])=[O:47]. Product: [CH3:3][CH:2]([O:4][C:5]1[CH:13]=[CH:12][C:8]([C:9]2[O:11][N:51]=[C:34]([C:35]3[CH:43]=[CH:42][CH:41]=[C:40]4[C:36]=3[CH:37]=[CH:38][N:39]4[CH2:44][CH2:45][C:46]([O:48][CH2:49][CH3:50])=[O:47])[N:33]=2)=[CH:7][C:6]=1[C:14]([F:17])([F:16])[F:15])[CH3:1]. The catalyst class is: 9. (7) Reactant: ClC1C=CC(NC([C:11]2[S:19][C:18]3[CH2:17][CH:16]([C:20]([OH:22])=O)[NH:15][CH2:14][C:13]=3[CH:12]=2)=O)=CC=1.[CH3:23][N:24]([N:26]=[C:27]1[CH:32]=[CH:31][C:30]([NH2:33])=[CH:29][CH2:28]1)[CH3:25].[CH2:34]([Cl:37])[CH2:35]Cl.[OH2:38]. Product: [CH3:25][N:24]([N:26]=[C:27]1[CH:28]=[CH:29][C:30]([NH:33][C:20]([CH:16]2[N:15]([C:14]([NH:15][C:16]3[CH:20]=[CH:35][C:34]([Cl:37])=[CH:18][CH:17]=3)=[O:38])[CH2:14][C:13]3[CH:12]=[CH:11][S:19][C:18]=3[CH2:17]2)=[O:22])=[CH:31][CH2:32]1)[CH3:23]. The catalyst class is: 3. (8) Reactant: C1(P(C2C=CC=CC=2)C2C=CC=CC=2)C=CC=CC=1.Br[C:21]([Br:24])(Br)Br.[F:25][C:26]1[CH:27]=[CH:28][C:29]([O:34][CH2:35][C:36]#[C:37][C:38]2[CH:43]=[CH:42][C:41]([C:44]([F:47])([F:46])[F:45])=[CH:40][CH:39]=2)=[C:30](CO)[CH:31]=1. The catalyst class is: 1. Product: [F:25][C:26]1[CH:27]=[CH:28][C:29]([O:34][CH2:35][C:36]#[C:37][C:38]2[CH:43]=[CH:42][C:41]([C:44]([F:45])([F:46])[F:47])=[CH:40][CH:39]=2)=[C:30]([CH:31]=1)[CH2:21][Br:24]. (9) Reactant: [CH3:1][O:2][CH:3]([O:8][CH3:9])[CH2:4][CH2:5][CH2:6][NH2:7].[C:10]([N:17]1C=CN=C1)(N1C=CN=C1)=[O:11].CCN(C(C)C)C(C)C.Cl.[CH2:32]([O:39]N)[C:33]1[CH:38]=[CH:37][CH:36]=[CH:35][CH:34]=1. Product: [CH3:1][O:2][CH:3]([O:8][CH3:9])[CH2:4][CH2:5][CH2:6][NH:7][C:10](=[O:11])[NH:17][O:39][CH2:32][C:33]1[CH:38]=[CH:37][CH:36]=[CH:35][CH:34]=1. The catalyst class is: 1.